The task is: Binary Classification. Given a miRNA mature sequence and a target amino acid sequence, predict their likelihood of interaction.. This data is from Experimentally validated miRNA-target interactions with 360,000+ pairs, plus equal number of negative samples. (1) The miRNA is hsa-miR-484 with sequence UCAGGCUCAGUCCCCUCCCGAU. The protein sequence of the target gene is MGPPHSGPGGVRVGALLLLGVLGLVSGLSLEPVYWNSANKRFQAEGGYVLYPQIGDRLDLLCPRARPPGPHSSPNYEFYKLYLVGGAQGRRCEAPPAPNLLLTCDRPDLDLRFTIKFQEYSPNLWGHEFRSHHDYYIIATSDGTREGLESLQGGVCLTRGMKVLLRVGQSPRGGAVPRKPVSEMPMERDRGAAHSLEPGKENLPGDPTSNATSRGAEGPLPPPSMPAVAGAAGGLALLLLGVAGAGGAMCWRRRRAKPSESRHPGPGSFGRGGSLGLGGGGGMGPREAEPGELGIALRGG.... Result: 1 (interaction). (2) The miRNA is hsa-miR-10a-5p with sequence UACCCUGUAGAUCCGAAUUUGUG. The protein sequence of the target gene is MEPETALWGPDLQGPEQSPNDAHRGAESENEEESPRQESSGEEIIMGDPAQSPESKDSTEMSLERSSQDPSVPQNPPTPLGHSNPLDHQIPLDPPAPEVVPTPSDWTKACEASWQWGALTTWNSPPVVPANEPSLRELVQGRPAGAEKPYICNECGKSFSQWSKLLRHQRIHTGERPNTCSECGKSFTQSSHLVQHQRTHTGEKPYKCPDCGKCFSWSSNLVQHQRTHTGEKPYKCTECEKAFTQSTNLIKHQRSHTGEKPYKCGECRRAFYRSSDLIQHQATHTGEKPYKCPECGKRFG.... Result: 1 (interaction). (3) The miRNA is hsa-miR-1343-3p with sequence CUCCUGGGGCCCGCACUCUCGC. The protein sequence of the target gene is MSSSMWYIMQSIQSKYSLSERLIRTIAAIRSFPHDNVEDLIRGGADVNCTHGTLKPLHCACMVSDADCVELLLEKGAEVNALDGYNRTALHYAAEKDEACVEVLLEYGANPNALDGNRDTPLHWAAFKNNAECVRALLESGASVNALDYNNDTPLSWAAMKGNLESVSILLDYGAEVRVINLIGQTPISRLVALLVRGLGTEKEDSCFELLHRAVGHFELRKNGTMPREVARDPQLCEKLTVLCSAPGTLKTLARYAVRRSLGLQYLPDAVKGLPLPASLKEYLLLLE. Result: 1 (interaction). (4) The miRNA is hsa-miR-4418 with sequence CACUGCAGGACUCAGCAG. The protein sequence of the target gene is MMYRTVGFGTRSRNLKPWMIAVLIVLSLTVVAVTIGLLVHFLVFDQKKEYYHGSFKILDPQINNNFGQSNTYQLKDLRETTENLVSQVDEIFIDSAWKKNYIKNQVVRLTPEEDGVKVDVIMVFQFPSTEQRAVREKKIQSILNQKIRNLRALPINASSVQVNAMSSSTGELTVQASCGKRVVPLNVNRIASGVIAPKAAWPWQASLQYDNIHQCGATLISNTWLVTAAHCFQKYKNPHQWTVSFGTKINPPLMKRNVRRFIIHEKYRSAAREYDIAVVQVSSRVTFSDDIRRICLPEAS.... Result: 0 (no interaction). (5) The miRNA is mmu-miR-451a with sequence AAACCGUUACCAUUACUGAGUU. The protein sequence of the target gene is MPERDSEPFSNPLAPDGHDVDDPHSFHQSKLTNEDFRKLLMTPRAAPTSAPPSKSRHHEMPREYNEDEDPAARRRKKKSYYAKLRQQEIERERELAEKYRDRAKERRDGVNKDYEETELISTTANYRAVGPTAEADKSAAEKRRQLIQESKFLGGDMEHTHLVKGLDFALLQKVRAEIASKEKEEEELMEKPQKETKKDEDPENKIEFKTRLGRNVYRMLFKSKSYERNELFLPGRMAYVVDLDDEYADTDIPTTLIRSKADCPTMEAQTTLTTNDIVISKLTQILSYLRQGTRNKKLKK.... Result: 1 (interaction). (6) The miRNA is ath-miR169a-5p with sequence CAGCCAAGGAUGACUUGCCGA. The protein sequence of the target gene is MAEAATPGTTATTSGAGAAAATAAAASPTPIPTVTAPSLGAGGGGGGSDGSGGGWTKQVTCRYFMHGVCKEGDNCRYSHDLSDSPYSVVCKYFQRGYCIYGDRCRYEHSKPLKQEEATATELTTKSSLAASSSLSSIVGPLVEMNTGEAESRNSNFATVGAGSEDWVNAIEFVPGQPYCGRTAPSCTEAPLQGSVTKEESEKEQTAVETKKQLCPYAAVGECRYGENCVYLHGDSCDMCGLQVLHPMDAAQRSQHIKSCIEAHEKDMELSFAVQRSKDMVCGICMEVVYEKANPSERRFG.... Result: 0 (no interaction). (7) The miRNA is hsa-miR-7157-5p with sequence UCAGCAUUCAUUGGCACCAGAGA. The protein sequence of the target gene is MPRDNMASLIQRIARQACLTFRGSGGGRGASDRDAASGPEAPMQPGFPENLSKLKSLLTQLRAEDLNIAPRKATLQPLPPNLPPVTYMHIYETDGFSLGVFLLKSGTSIPLHDHPGMHGMLKVLYGTVRISCMDKLDAGGGQRPRALPPEQQFEPPLQPREREAVRPGVLRSRAEYTEASGPCILTPHRDNLHQIDAVEGPAAFLDILAPPYDPDDGRDCHYYRVLEPVRPKEASSSACDLPREVWLLETPQADDFWCEGEPYPGPKVFP. Result: 1 (interaction). (8) The protein sequence of the target gene is MSSVFGKPRAGSGPHSVPLEVNLAILGRRGAGKSALTVKFLTKRFISEYDPNLEDTYSSEETVDHQPVHLRVMDTADLDTPRNCERYLNWAHAFLVVYSVDSRASFEGSSSYLELLALHAKETQRGYPALLLGNKLDMAQYRQVTKAEGAALAGRFGCLFFEVSACLDFEHVQHVFHEAVREVRRELDKSPLARPLFISEEKTLSHQTPLTARHGLASCTFNTLSTASLKEMPTVAQAKLVTVKSSRAQSKRKAPTLTLLKGFKIF. Result: 0 (no interaction). The miRNA is mmu-miR-532-5p with sequence CAUGCCUUGAGUGUAGGACCGU.